Dataset: Experimental lipophilicity measurements (octanol/water distribution) for 4,200 compounds from AstraZeneca. Task: Regression/Classification. Given a drug SMILES string, predict its absorption, distribution, metabolism, or excretion properties. Task type varies by dataset: regression for continuous measurements (e.g., permeability, clearance, half-life) or binary classification for categorical outcomes (e.g., BBB penetration, CYP inhibition). For this dataset (lipophilicity_astrazeneca), we predict Y. (1) The compound is C#CC[C@@H](C(=O)N[C@H](/C=C/C(=O)OCC)C[C@@H]1CCNC1=O)n1cccc(NC(=O)c2cc(C)on2)c1=O. The Y is 1.75 logD. (2) The drug is NC(=O)c1c(OCc2c(F)cc(Br)cc2F)nsc1NC(=O)NCCCCN1CCCC1. The Y is 2.50 logD. (3) The compound is CCN1CCN(CC(=O)Nc2ccc(-c3cccc4c(=O)cc(N5CCOCC5)[nH]c34)c3sc4ccccc4c23)CC1. The Y is 2.60 logD.